Dataset: Catalyst prediction with 721,799 reactions and 888 catalyst types from USPTO. Task: Predict which catalyst facilitates the given reaction. (1) Reactant: [OH:1][CH2:2][CH2:3][N:4]1[CH:8]=[C:7]([CH:9]=[CH2:10])[N:6]=[C:5]1[CH:11]1[CH2:16][CH2:15][N:14]([C:17]([O:19][C:20]([CH3:23])([CH3:22])[CH3:21])=[O:18])[CH2:13][CH2:12]1.[H][H]. Product: [CH2:9]([C:7]1[N:6]=[C:5]([CH:11]2[CH2:16][CH2:15][N:14]([C:17]([O:19][C:20]([CH3:21])([CH3:23])[CH3:22])=[O:18])[CH2:13][CH2:12]2)[N:4]([CH2:3][CH2:2][OH:1])[CH:8]=1)[CH3:10]. The catalyst class is: 63. (2) Reactant: [F:1][C:2]1[CH:7]=[CH:6][CH:5]=[CH:4][C:3]=1[C:8]1[N:9]([S:15]([C:18]2[CH:25]=[CH:24][CH:23]=[CH:22][C:19]=2[C:20]#[N:21])(=[O:17])=[O:16])[CH:10]=[C:11]([CH:13]=O)[CH:12]=1.CO.[CH3:28][NH2:29].[BH4-].[Na+].[ClH:32].C(=O)([O-])O.[Na+]. Product: [ClH:32].[F:1][C:2]1[CH:7]=[CH:6][CH:5]=[CH:4][C:3]=1[C:8]1[N:9]([S:15]([C:18]2[CH:25]=[CH:24][CH:23]=[CH:22][C:19]=2[C:20]#[N:21])(=[O:17])=[O:16])[CH:10]=[C:11]([CH2:13][NH:29][CH3:28])[CH:12]=1. The catalyst class is: 5.